This data is from Forward reaction prediction with 1.9M reactions from USPTO patents (1976-2016). The task is: Predict the product of the given reaction. (1) Given the reactants [Al+3].[Cl-].[Cl-].[Cl-].ClCCCC(Cl)=O.C(C1C=CC=CC=1CC(O)=O)C.C([C:26]1[CH:31]=[CH:30][C:29]([CH2:32][C:33]([OH:35])=[O:34])=[C:28]([C:36](=[O:41])[CH2:37][CH2:38][CH2:39]Cl)[CH:27]=1)C.[Li+].[OH-], predict the reaction product. The product is: [CH:37]1([C:36]([C:28]2[CH:27]=[CH:26][CH:31]=[CH:30][C:29]=2[CH2:32][C:33]([OH:35])=[O:34])=[O:41])[CH2:38][CH2:39]1. (2) Given the reactants [CH3:1][O:2][C:3]1[CH:8]=[CH:7][CH:6]=[CH:5][C:4]=1[C:9]1[NH:14][C:13]2[CH2:15][CH2:16][CH2:17][CH2:18][CH2:19][CH2:20][C:12]=2[C:11](=[O:21])[N:10]=1.[H-].[Li+].[Br-].[Li+].Br[CH2:27][CH2:28][C:29]1[CH:34]=[CH:33][CH:32]=[CH:31][CH:30]=1, predict the reaction product. The product is: [CH3:1][O:2][C:3]1[CH:8]=[CH:7][CH:6]=[CH:5][C:4]=1[C:9]1[N:10]([CH2:27][CH2:28][C:29]2[CH:34]=[CH:33][CH:32]=[CH:31][CH:30]=2)[C:11](=[O:21])[C:12]2[CH2:20][CH2:19][CH2:18][CH2:17][CH2:16][CH2:15][C:13]=2[N:14]=1. (3) Given the reactants [Cl:1][C:2]1[C:11]([C:12]([CH:14]2[CH:19](Cl)[CH2:18][CH2:17][CH2:16][C:15]2=[O:21])=[O:13])=[CH:10][CH:9]=[C:8]2[C:3]=1[CH2:4][CH2:5][CH2:6][S:7]2(=[O:23])=[O:22].CS.ClC1C2C[CH2:34][S:35](=O)(=O)C=2C=CC=1C(C1C(Cl)CCCC1=O)=O.C(S)C, predict the reaction product. The product is: [Cl:1][C:2]1[C:11]([C:12]([CH:14]2[CH:19]([S:35][CH3:34])[CH2:18][CH2:17][CH2:16][C:15]2=[O:21])=[O:13])=[CH:10][CH:9]=[C:8]2[C:3]=1[CH2:4][CH2:5][CH2:6][S:7]2(=[O:23])=[O:22]. (4) Given the reactants [C:1]([O:5][C:6]([NH:8][C@H:9]([C:14]([OH:16])=O)[CH2:10][CH:11]([CH3:13])C)=[O:7])([CH3:4])([CH3:3])[CH3:2].[CH2:17]([N:24]1[CH2:28][C@H:27]2[C@@H:29]([NH2:32])[CH2:30][CH2:31][C@H:26]2[CH2:25]1)[C:18]1[CH:23]=[CH:22][CH:21]=[CH:20][CH:19]=1.[CH2:33](N1C[C@@H]2[C@@H](N)CC[C@@H]2C1)C1C=CC=CC=1, predict the reaction product. The product is: [CH2:17]([N:24]1[CH2:28][C@H:27]2[C@@H:29]([NH:32][C:14](=[O:16])[C@@H:9]([N:8]([CH3:33])[C:6](=[O:7])[O:5][C:1]([CH3:2])([CH3:3])[CH3:4])[CH2:10][CH2:11][CH3:13])[CH2:30][CH2:31][C@H:26]2[CH2:25]1)[C:18]1[CH:19]=[CH:20][CH:21]=[CH:22][CH:23]=1. (5) The product is: [CH:1]1([O:6][C:7]2[CH:8]=[C:9]([CH:15]3[CH2:19][N:18]([CH2:20][C:21]([OH:23])=[O:22])[C:17](=[O:24])[CH2:16]3)[CH:10]=[CH:11][C:12]=2[O:13][CH3:14])[CH2:5][CH2:4][CH2:3][CH2:2]1. Given the reactants [CH:1]1([O:6][C:7]2[CH:8]=[C:9]([CH:15]3[CH2:19][N:18]([CH2:20][C:21]([O-:23])=[O:22])[C:17](=[O:24])[CH2:16]3)[CH:10]=[CH:11][C:12]=2[O:13][CH3:14])[CH2:5][CH2:4][CH2:3][CH2:2]1.[OH-].[K+].Cl.O, predict the reaction product.